Predict the reaction yield, written as a fraction of the theoretical maximum amount of product (1.0 means a 100% yield; for example, 0.34 means a 34% yield). From a dataset of Reaction yield outcomes from USPTO patents with 853,638 reactions. (1) The product is [CH2:23]([NH:9][C:5]1[C:4]([NH2:10])=[CH:3][C:2]([CH3:1])=[C:7]([CH3:8])[CH:6]=1)[CH2:22][CH2:21][CH2:20][CH2:19][CH2:18][CH2:17][CH2:16][CH2:15][CH2:14][CH2:13][CH3:12]. The reactants are [CH3:1][C:2]1[CH:3]=[C:4]([NH2:10])[C:5]([NH2:9])=[CH:6][C:7]=1[CH3:8].Cl[CH2:12][CH2:13][CH2:14][CH2:15][CH2:16][CH2:17][CH2:18][CH2:19][CH2:20][CH2:21][CH2:22][CH3:23].ClCCl.CO. The yield is 0.600. The catalyst is C(N(CC)CC)C. (2) The catalyst is O1CCOCC1.C(OCC)(=O)C.C1C=CC([P]([Pd]([P](C2C=CC=CC=2)(C2C=CC=CC=2)C2C=CC=CC=2)([P](C2C=CC=CC=2)(C2C=CC=CC=2)C2C=CC=CC=2)[P](C2C=CC=CC=2)(C2C=CC=CC=2)C2C=CC=CC=2)(C2C=CC=CC=2)C2C=CC=CC=2)=CC=1. The reactants are Br[C:2]1[CH:10]=[CH:9][CH:8]=[C:7]2[C:3]=1[C:4]1([C:26]3[CH:27]=[C:28]([F:32])[C:29]([F:31])=[CH:30][C:25]=3[O:24][CH2:23]1)[C:5](=[O:22])[N:6]2[CH2:11][C:12]([NH:14][C:15]1[CH:20]=[CH:19][CH:18]=[CH:17][C:16]=1[F:21])=[O:13].[N:33]1[CH:38]=[C:37](B(O)O)[CH:36]=[N:35][CH:34]=1.C(=O)([O-])[O-].[Na+].[Na+]. The product is [F:32][C:28]1[C:29]([F:31])=[CH:30][C:25]2[O:24][CH2:23][C:4]3([C:3]4[C:7](=[CH:8][CH:9]=[CH:10][C:2]=4[C:37]4[CH:38]=[N:33][CH:34]=[N:35][CH:36]=4)[N:6]([CH2:11][C:12]([NH:14][C:15]4[CH:20]=[CH:19][CH:18]=[CH:17][C:16]=4[F:21])=[O:13])[C:5]3=[O:22])[C:26]=2[CH:27]=1. The yield is 0.840. (3) The reactants are [CH3:1][O:2][C:3]([C@@H:5]1[CH2:9][C@@H:8]([OH:10])[CH2:7][N:6]1[C:11]([O:13][C:14]([CH3:17])([CH3:16])[CH3:15])=[O:12])=[O:4].[Cl:18][C:19]1[CH:20]=[C:21](O)[CH:22]=[CH:23][CH:24]=1.C1(P(C2C=CC=CC=2)C2C=CC=CC=2)C=CC=CC=1.CC(OC(/N=N/C(OC(C)C)=O)=O)C. The catalyst is COC(C)(C)C. The product is [CH3:1][O:2][C:3]([C@@H:5]1[CH2:9][C@H:8]([O:10][C:23]2[CH:22]=[CH:21][CH:20]=[C:19]([Cl:18])[CH:24]=2)[CH2:7][N:6]1[C:11]([O:13][C:14]([CH3:17])([CH3:16])[CH3:15])=[O:12])=[O:4]. The yield is 0.860.